From a dataset of Forward reaction prediction with 1.9M reactions from USPTO patents (1976-2016). Predict the product of the given reaction. The product is: [ClH:104].[ClH:104].[O:46]1[CH2:47][CH2:48][N:43]([CH2:42][CH2:6][NH:8][C:84](=[O:85])[C@H:83]([CH:86]([CH3:88])[CH3:87])[CH2:82][C@H:60]([OH:59])[C@@H:61]([NH2:57])[CH2:62][C@@H:63]([CH:79]([CH3:80])[CH3:81])[CH2:64][C:65]2[CH:70]=[CH:69][C:68]([O:71][CH3:72])=[C:67]([O:73][CH2:74][CH2:75][CH2:76][O:77][CH3:78])[CH:66]=2)[CH2:44][CH2:45]1. Given the reactants C(O[C:6]([N:8]1[C@@H](C[C@@H](C(C)C)CC2C=CC(OC)=C(OCCCOC)C=2)[C@H](C[C@H](C=O)C(C)C)OC1(C)C)=O)(C)(C)C.[CH3:42][N+:43]1([O-])[CH2:48][CH2:47][O:46][CH2:45][CH2:44]1.C(OC([N:57]1[C@@H:61]([CH2:62][C@@H:63]([CH:79]([CH3:81])[CH3:80])[CH2:64][C:65]2[CH:70]=[CH:69][C:68]([O:71][CH3:72])=[C:67]([O:73][CH2:74][CH2:75][CH2:76][O:77][CH3:78])[CH:66]=2)[C@H:60]([CH2:82][C@@H:83]([CH:86]([CH3:88])[CH3:87])[CH2:84][OH:85])[O:59]C1(C)C)=O)(C)(C)C.C([N+](CCC)(CCC)CCC)CC.[Cl:104]CCl, predict the reaction product.